From a dataset of B-cell epitopes from IEDB database with 3,159 antigens for binding position prediction. Token-level Classification. Given an antigen amino acid sequence, predict which amino acid positions are active epitope sites capable of antibody binding. Output is a list of indices for active positions. Given the antigen sequence: AEPKNPRENKLKQPEDGAGNQPGANGAGDQPGANGAGNQPGANGAGNQPGANGAGNQPGANGAGNQPGANGAGNQPGANGAGDQPGANGAGNQPGANGAGNQPGANGAGNQPGANGAGNQPGANGAGNQPGANGAGDQPGANGAGNQPGANGAGNQPGANGAGNQPGANGAGNQPGANGAGGQAAGGNAANKKAGDAGAGQGQNNEGANAPNEKSVKEYLDKVRATVG, which amino acid positions are active epitope sites? The epitope positions are: [32, 33, 34, 35, 36, 37, 38, 39, 40]. The amino acids at these positions are: ANGAGNQPG.